Dataset: Full USPTO retrosynthesis dataset with 1.9M reactions from patents (1976-2016). Task: Predict the reactants needed to synthesize the given product. (1) Given the product [CH3:1][O:2][C:3]([C:5]1[N:6]=[C:7]([O:14][C:15](=[O:17])[CH3:16])[N:8]([C:11](=[O:13])[CH3:12])[C:9]=1[CH2:10][Br:18])=[O:4], predict the reactants needed to synthesize it. The reactants are: [CH3:1][O:2][C:3]([C:5]1[N:6]=[C:7]([O:14][C:15](=[O:17])[CH3:16])[N:8]([C:11](=[O:13])[CH3:12])[C:9]=1[CH3:10])=[O:4].[Br:18]N1C(=O)CCC1=O. (2) The reactants are: [Cl:1][C:2]1[CH:3]=[C:4](OS(C(F)(F)F)(=O)=O)[CH:5]=[C:6]([Cl:22])[C:7]=1[CH2:8][CH:9]1[CH2:13][CH2:12][N:11]([C@H:14]2[CH2:19][CH2:18][C@@H:17]([F:20])[CH2:16][CH2:15]2)[C:10]1=[O:21].[N:31]1[CH:36]=[CH:35][CH:34]=[C:33](B(O)O)[CH:32]=1.C([O-])([O-])=O.[Na+].[Na+]. Given the product [Cl:1][C:2]1[CH:3]=[C:4]([C:33]2[CH:32]=[N:31][CH:36]=[CH:35][CH:34]=2)[CH:5]=[C:6]([Cl:22])[C:7]=1[CH2:8][CH:9]1[CH2:13][CH2:12][N:11]([C@H:14]2[CH2:19][CH2:18][C@@H:17]([F:20])[CH2:16][CH2:15]2)[C:10]1=[O:21], predict the reactants needed to synthesize it. (3) Given the product [Cl:12][C:13]1[CH:20]=[CH:19][C:16]([CH2:17][N:1]2[C:9]3[C:4](=[CH:5][CH:6]=[CH:7][CH:8]=3)[CH:3]=[CH:2]2)=[CH:15][CH:14]=1, predict the reactants needed to synthesize it. The reactants are: [NH:1]1[C:9]2[C:4](=[CH:5][CH:6]=[CH:7][CH:8]=2)[CH:3]=[CH:2]1.[H-].[Na+].[Cl:12][C:13]1[CH:20]=[CH:19][C:16]([CH2:17]Cl)=[CH:15][CH:14]=1.O. (4) Given the product [ClH:18].[NH2:9][CH2:8][C:5]1[C:4](=[O:17])[NH:3][N:2]([CH3:1])[C:6]=1[CH3:7], predict the reactants needed to synthesize it. The reactants are: [CH3:1][N:2]1[C:6]([CH3:7])=[C:5]([CH2:8][NH:9]C(=O)OC(C)(C)C)[C:4](=[O:17])[NH:3]1.[ClH:18]. (5) Given the product [CH2:3]([C:10]1[CH:19]=[CH:18][C:13]2[N:14]=[C:15]([C:23]3[CH:27]=[CH:28][C:29]([CH:31]=[O:32])=[CH:30][C:22]=3[F:21])[S:16][C:12]=2[CH:11]=1)[C:4]1[CH:9]=[CH:8][CH:7]=[CH:6][CH:5]=1, predict the reactants needed to synthesize it. The reactants are: [OH-].[K+].[CH2:3]([C:10]1[CH:19]=[CH:18][C:13]2[N:14]=[C:15](N)[S:16][C:12]=2[CH:11]=1)[C:4]1[CH:9]=[CH:8][CH:7]=[CH:6][CH:5]=1.Cl.[F:21][C:22]1[CH:30]=[C:29]([CH:31]=[O:32])[CH:28]=[CH:27][C:23]=1C(Cl)=O.CCN(C(C)C)C(C)C.Cl[Sn]Cl.[OH-].[Na+]. (6) Given the product [C:14]1([C:4]2[N:5]=[C:6]([C:8]3[CH:13]=[CH:12][CH:11]=[CH:10][CH:9]=3)[N:7]=[C:2]([NH:20][C:21]3[CH:26]=[CH:25][CH:24]=[CH:23][CH:22]=3)[N:3]=2)[CH:19]=[CH:18][CH:17]=[CH:16][CH:15]=1, predict the reactants needed to synthesize it. The reactants are: Cl[C:2]1[N:7]=[C:6]([C:8]2[CH:13]=[CH:12][CH:11]=[CH:10][CH:9]=2)[N:5]=[C:4]([C:14]2[CH:19]=[CH:18][CH:17]=[CH:16][CH:15]=2)[N:3]=1.[NH2:20][C:21]1[CH:26]=[CH:25][CH:24]=[CH:23][CH:22]=1.